From a dataset of NCI-60 drug combinations with 297,098 pairs across 59 cell lines. Regression. Given two drug SMILES strings and cell line genomic features, predict the synergy score measuring deviation from expected non-interaction effect. Drug 1: C1=NC2=C(N=C(N=C2N1C3C(C(C(O3)CO)O)O)F)N. Drug 2: CC1=C2C(C(=O)C3(C(CC4C(C3C(C(C2(C)C)(CC1OC(=O)C(C(C5=CC=CC=C5)NC(=O)C6=CC=CC=C6)O)O)OC(=O)C7=CC=CC=C7)(CO4)OC(=O)C)O)C)OC(=O)C. Cell line: A549. Synergy scores: CSS=9.50, Synergy_ZIP=-1.69, Synergy_Bliss=2.00, Synergy_Loewe=-9.15, Synergy_HSA=-1.61.